Dataset: NCI-60 drug combinations with 297,098 pairs across 59 cell lines. Task: Regression. Given two drug SMILES strings and cell line genomic features, predict the synergy score measuring deviation from expected non-interaction effect. (1) Drug 1: CCCCC(=O)OCC(=O)C1(CC(C2=C(C1)C(=C3C(=C2O)C(=O)C4=C(C3=O)C=CC=C4OC)O)OC5CC(C(C(O5)C)O)NC(=O)C(F)(F)F)O. Drug 2: CC1=C2C(C(=O)C3(C(CC4C(C3C(C(C2(C)C)(CC1OC(=O)C(C(C5=CC=CC=C5)NC(=O)OC(C)(C)C)O)O)OC(=O)C6=CC=CC=C6)(CO4)OC(=O)C)O)C)O. Cell line: HS 578T. Synergy scores: CSS=62.7, Synergy_ZIP=15.1, Synergy_Bliss=11.7, Synergy_Loewe=15.8, Synergy_HSA=14.1. (2) Drug 1: C1CCC(C(C1)N)N.C(=O)(C(=O)[O-])[O-].[Pt+4]. Drug 2: CC1C(C(CC(O1)OC2CC(CC3=C2C(=C4C(=C3O)C(=O)C5=C(C4=O)C(=CC=C5)OC)O)(C(=O)CO)O)N)O.Cl. Cell line: M14. Synergy scores: CSS=50.4, Synergy_ZIP=-3.15, Synergy_Bliss=-0.853, Synergy_Loewe=1.14, Synergy_HSA=1.69. (3) Drug 1: CCC1=CC2CC(C3=C(CN(C2)C1)C4=CC=CC=C4N3)(C5=C(C=C6C(=C5)C78CCN9C7C(C=CC9)(C(C(C8N6C)(C(=O)OC)O)OC(=O)C)CC)OC)C(=O)OC.C(C(C(=O)O)O)(C(=O)O)O. Drug 2: CC1=CC2C(CCC3(C2CCC3(C(=O)C)OC(=O)C)C)C4(C1=CC(=O)CC4)C. Cell line: A549. Synergy scores: CSS=55.2, Synergy_ZIP=-1.38, Synergy_Bliss=0.480, Synergy_Loewe=-25.2, Synergy_HSA=2.83. (4) Cell line: PC-3. Drug 1: CCC1(CC2CC(C3=C(CCN(C2)C1)C4=CC=CC=C4N3)(C5=C(C=C6C(=C5)C78CCN9C7C(C=CC9)(C(C(C8N6C)(C(=O)OC)O)OC(=O)C)CC)OC)C(=O)OC)O.OS(=O)(=O)O. Drug 2: CC1CCC2CC(C(=CC=CC=CC(CC(C(=O)C(C(C(=CC(C(=O)CC(OC(=O)C3CCCCN3C(=O)C(=O)C1(O2)O)C(C)CC4CCC(C(C4)OC)O)C)C)O)OC)C)C)C)OC. Synergy scores: CSS=-0.807, Synergy_ZIP=1.02, Synergy_Bliss=4.74, Synergy_Loewe=0.276, Synergy_HSA=1.16. (5) Drug 1: CC1=C2C(C(=O)C3(C(CC4C(C3C(C(C2(C)C)(CC1OC(=O)C(C(C5=CC=CC=C5)NC(=O)OC(C)(C)C)O)O)OC(=O)C6=CC=CC=C6)(CO4)OC(=O)C)OC)C)OC. Drug 2: N.N.Cl[Pt+2]Cl. Cell line: NCI-H522. Synergy scores: CSS=57.3, Synergy_ZIP=13.8, Synergy_Bliss=13.3, Synergy_Loewe=-17.6, Synergy_HSA=14.2.